This data is from NCI-60 drug combinations with 297,098 pairs across 59 cell lines. The task is: Regression. Given two drug SMILES strings and cell line genomic features, predict the synergy score measuring deviation from expected non-interaction effect. (1) Drug 1: CC1=C(C=C(C=C1)NC2=NC=CC(=N2)N(C)C3=CC4=NN(C(=C4C=C3)C)C)S(=O)(=O)N.Cl. Drug 2: C1CCC(C1)C(CC#N)N2C=C(C=N2)C3=C4C=CNC4=NC=N3. Cell line: BT-549. Synergy scores: CSS=1.95, Synergy_ZIP=3.19, Synergy_Bliss=8.35, Synergy_Loewe=4.56, Synergy_HSA=4.70. (2) Drug 1: CC1C(C(CC(O1)OC2CC(CC3=C2C(=C4C(=C3O)C(=O)C5=C(C4=O)C(=CC=C5)OC)O)(C(=O)C)O)N)O.Cl. Drug 2: CCCS(=O)(=O)NC1=C(C(=C(C=C1)F)C(=O)C2=CNC3=C2C=C(C=N3)C4=CC=C(C=C4)Cl)F. Cell line: M14. Synergy scores: CSS=26.9, Synergy_ZIP=-6.41, Synergy_Bliss=-6.10, Synergy_Loewe=-7.80, Synergy_HSA=-4.64.